From a dataset of Full USPTO retrosynthesis dataset with 1.9M reactions from patents (1976-2016). Predict the reactants needed to synthesize the given product. Given the product [CH3:1][O:2][C:3]1[CH:8]=[CH:7][C:6]([OH:16])=[CH:5][C:4]=1[N+:13]([O-:15])=[O:14], predict the reactants needed to synthesize it. The reactants are: [CH3:1][O:2][C:3]1[CH:8]=[CH:7][C:6](CC([O-])=O)=[CH:5][C:4]=1[N+:13]([O-:15])=[O:14].[O-:16]CC.[Na+].Cl.